From a dataset of Full USPTO retrosynthesis dataset with 1.9M reactions from patents (1976-2016). Predict the reactants needed to synthesize the given product. Given the product [C:21]([O:25][C:26]([N:28]1[CH2:33][CH2:32][CH:31]([CH2:34][N:7]2[CH2:8][CH2:9][N:5]([CH2:4][CH2:3][CH2:2][OH:1])[C:6]2=[C:10]([C:11]#[N:12])[C:13]#[N:14])[CH2:30][CH2:29]1)=[O:27])([CH3:24])([CH3:22])[CH3:23], predict the reactants needed to synthesize it. The reactants are: [OH:1][CH2:2][CH2:3][CH2:4][N:5]1[CH2:9][CH2:8][NH:7][C:6]1=[C:10]([C:13]#[N:14])[C:11]#[N:12].C(=O)([O-])[O-].[K+].[K+].[C:21]([O:25][C:26]([N:28]1[CH2:33][CH2:32][CH:31]([CH2:34]OS(C)(=O)=O)[CH2:30][CH2:29]1)=[O:27])([CH3:24])([CH3:23])[CH3:22].O.